Dataset: Full USPTO retrosynthesis dataset with 1.9M reactions from patents (1976-2016). Task: Predict the reactants needed to synthesize the given product. Given the product [Cl:1][C:2]1[CH:3]=[C:4]([CH:7]=[CH:8][CH:9]=1)[CH2:5][N:17]1[C:25]2[C:20](=[CH:21][CH:22]=[C:23]([CH2:26][C:27]([OH:29])=[O:28])[CH:24]=2)[CH:19]=[CH:18]1.[CH2:10]([N:17]1[C:25]2[C:20](=[CH:21][CH:22]=[C:23]([CH2:26][C:27]([OH:29])=[O:28])[CH:24]=2)[CH:19]=[CH:18]1)[C:11]1[CH:12]=[CH:13][CH:14]=[CH:15][CH:16]=1, predict the reactants needed to synthesize it. The reactants are: [Cl:1][C:2]1[CH:3]=[C:4]([CH:7]=[CH:8][CH:9]=1)[CH2:5]Cl.[CH2:10]([N:17]1[C:25]2[C:20](=[CH:21][CH:22]=[C:23]([CH2:26][C:27]([OH:29])=[O:28])[CH:24]=2)[CH:19]=[CH:18]1)[C:11]1[CH:16]=[CH:15][CH:14]=[CH:13][CH:12]=1.